Predict which catalyst facilitates the given reaction. From a dataset of Catalyst prediction with 721,799 reactions and 888 catalyst types from USPTO. (1) Reactant: Br[CH2:2][CH2:3][CH:4]1[CH2:9][CH2:8][N:7]([C:10]([O:12][C:13]([CH3:16])([CH3:15])[CH3:14])=[O:11])[CH2:6][CH2:5]1.[CH3:17][NH:18][C:19]1[S:20][CH:21]=[CH:22][N:23]=1.[I-].[K+]. Product: [CH3:17]/[N:18]=[C:19]1\[S:20][CH:21]=[CH:22][N:23]\1[CH2:2][CH2:3][CH:4]1[CH2:9][CH2:8][N:7]([C:10]([O:12][C:13]([CH3:16])([CH3:15])[CH3:14])=[O:11])[CH2:6][CH2:5]1. The catalyst class is: 3. (2) Reactant: C1C=C[NH+]=CC=1.[O-][Cr](Cl)(=O)=O.[CH2:12]([O:19][CH2:20][CH2:21][CH2:22][OH:23])[C:13]1[CH:18]=[CH:17][CH:16]=[CH:15][CH:14]=1. Product: [CH2:12]([O:19][CH2:20][CH2:21][CH:22]=[O:23])[C:13]1[CH:18]=[CH:17][CH:16]=[CH:15][CH:14]=1. The catalyst class is: 4. (3) Reactant: Br[C:2]1[N:10]=[CH:9][C:8]([Br:11])=[CH:7][C:3]=1[C:4]([OH:6])=[O:5].[CH3:12][O:13][CH2:14][CH2:15][OH:16].[H-].[Na+].Cl. Product: [Br:11][C:8]1[CH:9]=[N:10][C:2]([O:16][CH2:15][CH2:14][O:13][CH3:12])=[C:3]([CH:7]=1)[C:4]([OH:6])=[O:5]. The catalyst class is: 18. (4) Reactant: [CH3:1][O:2][C:3]1[C:11]([CH3:12])=[C:10]2[C:6]([C:7](=[O:13])[O:8][CH2:9]2)=[C:5]([O:14][CH2:15][CH2:16][Si:17]([CH3:20])([CH3:19])[CH3:18])[C:4]=1[CH2:21][CH:22]=[C:23]([CH3:29])[CH2:24][CH2:25][C:26](O)=[O:27].ClC(OCC(C)C)=O.C(N(CC)CC)C.C(O)(=O)C(O)=O.[CH2:51]([O:53][P:54]([CH2:59][CH2:60][NH2:61])(=[O:58])[O:55][CH2:56][CH3:57])[CH3:52]. Product: [CH2:56]([O:55][P:54]([CH2:59][CH2:60][NH:61][C:26](=[O:27])[CH2:25][CH2:24][C:23]([CH3:29])=[CH:22][CH2:21][C:4]1[C:5]([O:14][CH2:15][CH2:16][Si:17]([CH3:19])([CH3:18])[CH3:20])=[C:6]2[C:10](=[C:11]([CH3:12])[C:3]=1[O:2][CH3:1])[CH2:9][O:8][C:7]2=[O:13])(=[O:58])[O:53][CH2:51][CH3:52])[CH3:57]. The catalyst class is: 1. (5) Reactant: [OH:1][CH2:2][CH2:3][O:4][CH2:5][CH2:6][O:7][CH2:8][CH2:9][O:10][CH2:11][CH2:12][O:13][N:14]1[C:22](=[O:23])[C:21]2[C:16](=[CH:17][CH:18]=[CH:19][CH:20]=2)[C:15]1=[O:24].C(N(CC)CC)C.[C:32]1([CH3:42])[CH:37]=[CH:36][C:35]([S:38](Cl)(=[O:40])=[O:39])=[CH:34][CH:33]=1. Product: [CH3:42][C:32]1[CH:37]=[CH:36][C:35]([S:38]([O:1][CH2:2][CH2:3][O:4][CH2:5][CH2:6][O:7][CH2:8][CH2:9][O:10][CH2:11][CH2:12][O:13][N:14]2[C:15](=[O:24])[C:16]3[C:21](=[CH:20][CH:19]=[CH:18][CH:17]=3)[C:22]2=[O:23])(=[O:40])=[O:39])=[CH:34][CH:33]=1. The catalyst class is: 1.